This data is from Catalyst prediction with 721,799 reactions and 888 catalyst types from USPTO. The task is: Predict which catalyst facilitates the given reaction. (1) Reactant: [I:1][C:2]1[CH:8]=[CH:7][C:5]([NH2:6])=[CH:4][CH:3]=1.C(N(CC)CC)C.[Cl:16][C:17]1[CH:25]=[CH:24][C:20]([C:21](Cl)=[O:22])=[CH:19][CH:18]=1. Product: [Cl:16][C:17]1[CH:25]=[CH:24][C:20]([C:21]([NH:6][C:5]2[CH:7]=[CH:8][C:2]([I:1])=[CH:3][CH:4]=2)=[O:22])=[CH:19][CH:18]=1. The catalyst class is: 56. (2) Reactant: Cl.[NH2:2][CH2:3][C:4]1[CH:12]=[CH:11][CH:10]=[C:9]2[C:5]=1[C:6](=[O:22])[N:7]([CH:14]1[CH2:19][CH2:18][C:17](=[O:20])[NH:16][C:15]1=[O:21])[C:8]2=[O:13].N12CCCN=C1CCCCC2.ON1C2C=CC=CC=2N=N1.[F:44][C:45]1[CH:46]=[C:47]([CH2:52][C:53](O)=[O:54])[CH:48]=[CH:49][C:50]=1[CH3:51].Cl.CN(C)CCCN=C=NCC. Product: [O:21]=[C:15]1[CH:14]([N:7]2[C:6](=[O:22])[C:5]3[C:9](=[CH:10][CH:11]=[CH:12][C:4]=3[CH2:3][NH:2][C:53](=[O:54])[CH2:52][C:47]3[CH:48]=[CH:49][C:50]([CH3:51])=[C:45]([F:44])[CH:46]=3)[C:8]2=[O:13])[CH2:19][CH2:18][C:17](=[O:20])[NH:16]1. The catalyst class is: 10. (3) Reactant: [NH2:1][CH:2]1[N:8]=[C:7]([C:9]2[CH:16]=[CH:15][C:12]([C:13]#[N:14])=[CH:11][CH:10]=2)[C:6]2[CH:17]=[CH:18][CH:19]=[CH:20][C:5]=2[C:4]2[C:21]([CH3:24])=[N:22][O:23][C:3]1=2.[C:25](OC(=O)C)(=[O:27])[CH3:26].C(N(CC)CC)C. Product: [C:13]([C:12]1[CH:11]=[CH:10][C:9]([C:7]2[C:6]3[CH:17]=[CH:18][CH:19]=[CH:20][C:5]=3[C:4]3[C:21]([CH3:24])=[N:22][O:23][C:3]=3[CH:2]([NH:1][C:25](=[O:27])[CH3:26])[N:8]=2)=[CH:16][CH:15]=1)#[N:14]. The catalyst class is: 142. (4) Reactant: Cl[C:2]1[N:7]=[C:6](/[CH:8]=[CH:9]/[C:10]2[N:17]3[C:13]([S:14][CH:15]=[CH:16]3)=[N:12][C:11]=2[C:18]2[CH:23]=[CH:22][CH:21]=[CH:20][CH:19]=2)[CH:5]=[CH:4][N:3]=1.[NH2:24][C:25]1[CH:30]=[CH:29][CH:28]=[CH:27][CH:26]=1. Product: [CH3:9][CH2:10][CH2:11][CH:18]([CH3:23])[CH3:19].[C:25]1([NH:24][C:2]2[N:7]=[C:6](/[CH:8]=[CH:9]/[C:10]3[N:17]4[C:13]([S:14][CH:15]=[CH:16]4)=[N:12][C:11]=3[C:18]3[CH:23]=[CH:22][CH:21]=[CH:20][CH:19]=3)[CH:5]=[CH:4][N:3]=2)[CH:30]=[CH:29][CH:28]=[CH:27][CH:26]=1. The catalyst class is: 37. (5) Reactant: C(OC(=O)[NH:7][C:8]1[CH:13]=[CH:12][C:11]([CH2:14][N:15]2[CH2:20][CH2:19][N:18]([CH2:21][C:22]3[CH:27]=[CH:26][C:25]([O:28][CH3:29])=[CH:24][CH:23]=3)[CH2:17][C:16]2([CH3:31])[CH3:30])=[CH:10][N:9]=1)(C)(C)C.Cl. Product: [CH3:29][O:28][C:25]1[CH:24]=[CH:23][C:22]([CH2:21][N:18]2[CH2:19][CH2:20][N:15]([CH2:14][C:11]3[CH:12]=[CH:13][C:8]([NH2:7])=[N:9][CH:10]=3)[C:16]([CH3:31])([CH3:30])[CH2:17]2)=[CH:27][CH:26]=1. The catalyst class is: 169. (6) Reactant: [NH2:1][C:2]1[N:7]=[CH:6][N:5]=[C:4]2[N:8]([C@@H:12]3[CH2:17][CH2:16][CH2:15][N:14]([C:18]([O:20][C:21]([CH3:24])([CH3:23])[CH3:22])=[O:19])[CH2:13]3)[N:9]=[C:10](I)[C:3]=12.[F:25][C:26]1[CH:27]=[C:28]([CH:45]=[CH:46][CH:47]=1)[O:29][C:30]1[CH:35]=[CH:34][C:33](B2OC(C)(C)C(C)(C)O2)=[CH:32][CH:31]=1.C(=O)([O-])[O-].[Na+].[Na+].COCCOC. Product: [NH2:1][C:2]1[N:7]=[CH:6][N:5]=[C:4]2[N:8]([C@@H:12]3[CH2:17][CH2:16][CH2:15][N:14]([C:18]([O:20][C:21]([CH3:24])([CH3:23])[CH3:22])=[O:19])[CH2:13]3)[N:9]=[C:10]([C:33]3[CH:32]=[CH:31][C:30]([O:29][C:28]4[CH:45]=[CH:46][CH:47]=[C:26]([F:25])[CH:27]=4)=[CH:35][CH:34]=3)[C:3]=12. The catalyst class is: 103. (7) Reactant: [Br:1][C:2]1[C:3]([C@@H:10]([NH:20][S@](C(C)(C)C)=O)[CH2:11][C:12]2[CH:17]=[C:16]([F:18])[CH:15]=[C:14]([F:19])[CH:13]=2)=[N:4][C:5]([S:8][CH3:9])=[N:6][CH:7]=1.[ClH:27].O1CCOCC1.C(OCC)C. Product: [ClH:27].[Br:1][C:2]1[C:3]([C@@H:10]([NH2:20])[CH2:11][C:12]2[CH:17]=[C:16]([F:18])[CH:15]=[C:14]([F:19])[CH:13]=2)=[N:4][C:5]([S:8][CH3:9])=[N:6][CH:7]=1. The catalyst class is: 5. (8) Reactant: C(OC(=O)[NH:7][C@H:8]([C:10](=[O:21])[NH:11][C:12]1([C:15]2[CH:20]=[CH:19][CH:18]=[CH:17][N:16]=2)[CH2:14][CH2:13]1)[CH3:9])(C)(C)C.[ClH:23].O1CCOCC1. Product: [ClH:23].[ClH:23].[NH2:7][C@@H:8]([CH3:9])[C:10]([NH:11][C:12]1([C:15]2[CH:20]=[CH:19][CH:18]=[CH:17][N:16]=2)[CH2:14][CH2:13]1)=[O:21]. The catalyst class is: 2. (9) Reactant: C(O)(C(F)(F)F)=O.C(OC(=O)[NH:14][C:15]([CH3:44])([CH3:43])[CH2:16][C:17]1[O:18][C:19]([C:22]2[N:26]3[CH:27]=[C:28]([CH3:41])[CH:29]=[C:30]([O:31][CH2:32][C:33]4[C:38]([F:39])=[CH:37][CH:36]=[CH:35][C:34]=4[F:40])[C:25]3=[N:24][C:23]=2[CH3:42])=[N:20][N:21]=1)(C)(C)C. Product: [F:39][C:38]1[CH:37]=[CH:36][CH:35]=[C:34]([F:40])[C:33]=1[CH2:32][O:31][C:30]1[C:25]2[N:26]([C:22]([C:19]3[O:18][C:17]([CH2:16][C:15]([CH3:44])([NH2:14])[CH3:43])=[N:21][N:20]=3)=[C:23]([CH3:42])[N:24]=2)[CH:27]=[C:28]([CH3:41])[CH:29]=1. The catalyst class is: 4. (10) Reactant: [CH3:1][O:2][CH2:3][O:4][CH:5]1[C:9]2[NH:10][N:11]=[C:12]([C:13]([NH2:15])=[O:14])[C:8]=2[C@H:7]2[CH2:16][C@@H:6]12.C(=O)([O-])[O-].[K+].[K+].Br[CH2:24][C:25]([O:27][CH2:28][CH3:29])=[O:26]. Product: [C:13]([C:12]1[C:8]2[C@H:7]3[CH2:16][C@H:6]3[CH:5]([O:4][CH2:3][O:2][CH3:1])[C:9]=2[N:10]([CH2:24][C:25]([O:27][CH2:28][CH3:29])=[O:26])[N:11]=1)(=[O:14])[NH2:15]. The catalyst class is: 3.